Dataset: Reaction yield outcomes from USPTO patents with 853,638 reactions. Task: Predict the reaction yield, written as a fraction of the theoretical maximum amount of product (1.0 means a 100% yield; for example, 0.34 means a 34% yield). (1) The reactants are [C:1]([N:4]([C:37]1[CH:42]=[CH:41][C:40]([Cl:43])=[CH:39][CH:38]=1)[C@H:5]1[C:14]2[C:9](=[CH:10][CH:11]=[CH:12][CH:13]=2)[N:8]([C:15]([C:17]2[CH:35]=[CH:34][C:20]([O:21][CH2:22][CH2:23][CH:24]([N:29]([CH2:32][CH3:33])[CH2:30][CH3:31])[C:25]([O:27]C)=[O:26])=[CH:19][CH:18]=2)=[O:16])[C@@H:7]([CH3:36])[CH2:6]1)(=[O:3])[CH3:2].[OH-].[K+]. The catalyst is O1CCCC1.CO. The product is [C:1]([N:4]([C:37]1[CH:42]=[CH:41][C:40]([Cl:43])=[CH:39][CH:38]=1)[C@H:5]1[C:14]2[C:9](=[CH:10][CH:11]=[CH:12][CH:13]=2)[N:8]([C:15]([C:17]2[CH:35]=[CH:34][C:20]([O:21][CH2:22][CH2:23][CH:24]([N:29]([CH2:32][CH3:33])[CH2:30][CH3:31])[C:25]([OH:27])=[O:26])=[CH:19][CH:18]=2)=[O:16])[C@@H:7]([CH3:36])[CH2:6]1)(=[O:3])[CH3:2]. The yield is 0.550. (2) The reactants are [CH2:1]([O:5][C:6]1[C:15]2[C:10](=[CH:11][CH:12]=[C:13]([C:16]3[S:17][C:18]([C:22]([O:24][CH2:25][CH3:26])=[O:23])=[C:19]([CH3:21])[N:20]=3)[CH:14]=2)[C:9](=[O:27])[N:8]([CH2:28][CH:29]([CH3:31])[CH3:30])[C:7]=1[CH2:32][NH:33]C(OC(C)(C)C)=O)[CH2:2][CH2:3][CH3:4].C([O-])(=O)C.[ClH:45]. No catalyst specified. The product is [ClH:45].[NH2:33][CH2:32][C:7]1[N:8]([CH2:28][CH:29]([CH3:31])[CH3:30])[C:9](=[O:27])[C:10]2[C:15]([C:6]=1[O:5][CH2:1][CH2:2][CH2:3][CH3:4])=[CH:14][C:13]([C:16]1[S:17][C:18]([C:22]([O:24][CH2:25][CH3:26])=[O:23])=[C:19]([CH3:21])[N:20]=1)=[CH:12][CH:11]=2. The yield is 0.933. (3) The reactants are [CH:1]([C:3]1[CH:15]=[C:14]([C:16]2[S:17][CH:18]=[CH:19][CH:20]=2)[C:13]([O:21][CH3:22])=[CH:12][C:4]=1[O:5][C:6]([CH3:11])([CH3:10])[C:7]([OH:9])=[O:8])=O.[C:23]([C:26]1[CH:34]=[CH:33][C:29]([C:30]([OH:32])=[O:31])=[CH:28][CH:27]=1)(=[O:25])[CH3:24].C[O-].[Li+].Cl. The catalyst is CN(C)C=O.CO.O. The product is [C:7]([C:6]([CH3:11])([O:5][C:4]1[CH:12]=[C:13]([O:21][CH3:22])[C:14]([C:16]2[S:17][CH:18]=[CH:19][CH:20]=2)=[CH:15][C:3]=1/[CH:1]=[CH:24]/[C:23]([C:26]1[CH:34]=[CH:33][C:29]([C:30]([OH:32])=[O:31])=[CH:28][CH:27]=1)=[O:25])[CH3:10])([OH:9])=[O:8]. The yield is 0.850. (4) No catalyst specified. The yield is 0.383. The reactants are [I:1][C:2]1[CH:6]=[C:5]([CH:7]2[CH2:12][CH2:11][N:10]([CH:13]3[CH2:16][O:15][CH2:14]3)[CH2:9][CH2:8]2)[N:4]([CH:17]([CH3:19])[CH3:18])[N:3]=1.[F:20][C:21]1([F:38])CCC(N2C(C3CCNCC3)=CC(I)=N2)[CH2:22]1. The product is [F:20][C:21]1([F:38])[CH2:22][CH2:19][CH:17]([N:4]2[C:5]([CH:7]3[CH2:12][CH2:11][N:10]([CH:13]4[CH2:14][O:15][CH2:16]4)[CH2:9][CH2:8]3)=[CH:6][C:2]([I:1])=[N:3]2)[CH2:18]1. (5) The reactants are Cl[CH2:2][CH2:3][O:4][C:5]1[CH:14]=[C:13]2[C:8]([C:9]([O:15][C:16]3[CH:21]=[CH:20][C:19]([O:22][CH3:23])=[CH:18][C:17]=3[C:24](=[O:26])[CH3:25])=[CH:10][CH:11]=[N:12]2)=[CH:7][C:6]=1[O:27][CH3:28].[NH:29]1[CH2:34][CH2:33][O:32][CH2:31][CH2:30]1.C(=O)([O-])[O-].[K+].[K+].O. The catalyst is CN(C)C=O. The product is [CH3:23][O:22][C:19]1[CH:20]=[CH:21][C:16]([O:15][C:9]2[C:8]3[C:13](=[CH:14][C:5]([O:4][CH2:3][CH2:2][N:29]4[CH2:34][CH2:33][O:32][CH2:31][CH2:30]4)=[C:6]([O:27][CH3:28])[CH:7]=3)[N:12]=[CH:11][CH:10]=2)=[C:17]([C:24](=[O:26])[CH3:25])[CH:18]=1. The yield is 0.240. (6) The reactants are [N+:1]([C:4]1[CH:12]=[CH:11][C:7]([C:8]([OH:10])=O)=[CH:6][C:5]=1[CH3:13])([O-:3])=[O:2].C(Cl)(=O)C(Cl)=O.[NH2:20][C:21]1[S:22][CH:23]=[CH:24][N:25]=1.N1C=CC=CC=1. The catalyst is ClCCCl.CN(C)C=O. The product is [N+:1]([C:4]1[CH:12]=[CH:11][C:7]([C:8]([NH:20][C:21]2[S:22][CH:23]=[CH:24][N:25]=2)=[O:10])=[CH:6][C:5]=1[CH3:13])([O-:3])=[O:2]. The yield is 0.760.